From a dataset of Catalyst prediction with 721,799 reactions and 888 catalyst types from USPTO. Predict which catalyst facilitates the given reaction. (1) Reactant: C(OC([N:8]1[CH2:12][CH2:11][CH:10]([OH:13])[CH2:9]1)=O)(C)(C)C.CC(C)([O-])C.[K+].[F:20][C:21]1[CH:28]=[CH:27][C:24]([CH2:25]Br)=[CH:23][CH:22]=1. Product: [F:20][C:21]1[CH:28]=[CH:27][C:24]([CH2:25][O:13][CH:10]2[CH2:11][CH2:12][NH:8][CH2:9]2)=[CH:23][CH:22]=1. The catalyst class is: 31. (2) Reactant: [Si]([O:8][CH2:9][CH2:10][C:11]1[CH:30]=[CH:29][C:14]([CH2:15][N:16]2[CH2:21][CH2:20][N:19]([C:22]([O:24][C:25]([CH3:28])([CH3:27])[CH3:26])=[O:23])[CH2:18][CH2:17]2)=[CH:13][CH:12]=1)(C(C)(C)C)(C)C.CCCC[N+](CCCC)(CCCC)CCCC.[F-]. Product: [OH:8][CH2:9][CH2:10][C:11]1[CH:12]=[CH:13][C:14]([CH2:15][N:16]2[CH2:21][CH2:20][N:19]([C:22]([O:24][C:25]([CH3:26])([CH3:28])[CH3:27])=[O:23])[CH2:18][CH2:17]2)=[CH:29][CH:30]=1. The catalyst class is: 387. (3) Reactant: C(Cl)(=O)C(Cl)=O.[Br:7][C:8]1[CH:9]=[CH:10][CH:11]=[C:12]2[C:17]=1[N:16]=[C:15]([C:18]([OH:20])=O)[CH:14]=[CH:13]2.[NH:21]1[CH2:26][CH2:25][O:24][CH2:23][CH2:22]1.CCN(CC)CC. Product: [Br:7][C:8]1[CH:9]=[CH:10][CH:11]=[C:12]2[C:17]=1[N:16]=[C:15]([C:18]([N:21]1[CH2:26][CH2:25][O:24][CH2:23][CH2:22]1)=[O:20])[CH:14]=[CH:13]2. The catalyst class is: 59. (4) Reactant: B(Br)(Br)Br.[Cl:5][C:6]1[N:13]=[CH:12][CH:11]=[C:10]([C:14]2[CH:19]=[CH:18][C:17]([O:20]C)=[CH:16][CH:15]=2)[C:7]=1[C:8]#[N:9]. Product: [Cl:5][C:6]1[N:13]=[CH:12][CH:11]=[C:10]([C:14]2[CH:19]=[CH:18][C:17]([OH:20])=[CH:16][CH:15]=2)[C:7]=1[C:8]#[N:9]. The catalyst class is: 96. (5) Reactant: [K].[CH2:2]([O:4][C:5](=[O:23])[C:6](=O)[CH2:7][C:8]1[C:13]([N+:14]([O-])=O)=[CH:12][N:11]=[C:10]([O:17][CH2:18][CH2:19][O:20][CH3:21])[CH:9]=1)[CH3:3]. Product: [CH2:2]([O:4][C:5]([C:6]1[NH:14][C:13]2=[CH:12][N:11]=[C:10]([O:17][CH2:18][CH2:19][O:20][CH3:21])[CH:9]=[C:8]2[CH:7]=1)=[O:23])[CH3:3]. The catalyst class is: 105. (6) The catalyst class is: 91. Product: [CH3:27][CH:20]([NH:19][CH:8]([C:9]1[CH:18]=[CH:17][C:16]2[C:11](=[CH:12][CH:13]=[CH:14][CH:15]=2)[N:10]=1)[CH2:7][C:6]([OH:28])=[O:5])[C:21]1[CH:26]=[CH:25][CH:24]=[CH:23][CH:22]=1. Reactant: C([O:5][C:6](=[O:28])[CH2:7][CH:8]([NH:19][CH:20]([CH3:27])[C:21]1[CH:26]=[CH:25][CH:24]=[CH:23][CH:22]=1)[C:9]1[CH:18]=[CH:17][C:16]2[C:11](=[CH:12][CH:13]=[CH:14][CH:15]=2)[N:10]=1)(C)(C)C.FC(F)(F)C(O)=O. (7) Reactant: C(O)(C(F)(F)F)=O.[BH4-].[Na+].[Cl:10][C:11]1[C:12]([OH:45])=[C:13]([S:18]([N:21]([CH2:37][C:38]2[CH:43]=[CH:42][C:41]([F:44])=[CH:40][CH:39]=2)[CH2:22][C:23]2[CH:28]=[CH:27][C:26]([CH:29](O)[C:30]3[CH:35]=[CH:34][CH:33]=[CH:32][CH:31]=3)=[CH:25][CH:24]=2)(=[O:20])=[O:19])[CH:14]=[C:15]([Cl:17])[CH:16]=1. Product: [CH2:29]([C:26]1[CH:25]=[CH:24][C:23]([CH2:22][N:21]([CH2:37][C:38]2[CH:39]=[CH:40][C:41]([F:44])=[CH:42][CH:43]=2)[S:18]([C:13]2[CH:14]=[C:15]([Cl:17])[CH:16]=[C:11]([Cl:10])[C:12]=2[OH:45])(=[O:19])=[O:20])=[CH:28][CH:27]=1)[C:30]1[CH:31]=[CH:32][CH:33]=[CH:34][CH:35]=1. The catalyst class is: 2. (8) Reactant: [CH2:1]([O:3][C:4]1[N:5]([C:38]2[CH:43]=[CH:42][CH:41]=[CH:40][CH:39]=2)[C:6]([C:32]2[CH:37]=[CH:36][CH:35]=[CH:34][CH:33]=2)=[C:7]([C:9]([N:11]2[CH2:16][CH2:15][N:14]([C:17]([O:19][C:20]([CH3:23])([CH3:22])[CH3:21])=[O:18])[CH2:13][C@H:12]2[CH2:24][S:25][C:26]2[CH:31]=[CH:30][CH:29]=[CH:28][CH:27]=2)=[O:10])[N:8]=1)[CH3:2].ClC1C=CC=C(C(OO)=[O:52])C=1.C(=O)(O)[O-].[Na+]. Product: [CH2:1]([O:3][C:4]1[N:5]([C:38]2[CH:39]=[CH:40][CH:41]=[CH:42][CH:43]=2)[C:6]([C:32]2[CH:37]=[CH:36][CH:35]=[CH:34][CH:33]=2)=[C:7]([C:9]([N:11]2[CH2:16][CH2:15][N:14]([C:17]([O:19][C:20]([CH3:23])([CH3:21])[CH3:22])=[O:18])[CH2:13][C@H:12]2[CH2:24][S:25]([C:26]2[CH:27]=[CH:28][CH:29]=[CH:30][CH:31]=2)=[O:52])=[O:10])[N:8]=1)[CH3:2]. The catalyst class is: 1.